This data is from Reaction yield outcomes from USPTO patents with 853,638 reactions. The task is: Predict the reaction yield, written as a fraction of the theoretical maximum amount of product (1.0 means a 100% yield; for example, 0.34 means a 34% yield). (1) The reactants are [Cl:1][C:2]1[N:3]=[C:4]([C:9]([NH:11][C:12]2[CH:17]=[CH:16][C:15]([C:18]3[O:19][CH:20]=[C:21]([C:23]([O:25]C)=[O:24])[N:22]=3)=[CH:14][CH:13]=2)=[O:10])[NH:5][C:6]=1[CH2:7][CH3:8].[OH-].[Li+].CO. The catalyst is O1CCCC1. The product is [Cl:1][C:2]1[N:3]=[C:4]([C:9]([NH:11][C:12]2[CH:17]=[CH:16][C:15]([C:18]3[O:19][CH:20]=[C:21]([C:23]([OH:25])=[O:24])[N:22]=3)=[CH:14][CH:13]=2)=[O:10])[NH:5][C:6]=1[CH2:7][CH3:8]. The yield is 0.480. (2) The reactants are [F:1][C:2]1[CH:7]=[C:6]([OH:8])[CH:5]=[C:4]([F:9])[C:3]=1[C:10]1[N:15]=[C:14]([C:16]([O:18][CH3:19])=[O:17])[CH:13]=[CH:12][CH:11]=1.C([O-])([O-])=O.[K+].[K+].Br[CH2:27][CH2:28][O:29][CH3:30]. The catalyst is CN(C=O)C. The product is [F:1][C:2]1[CH:7]=[C:6]([O:8][CH2:27][CH2:28][O:29][CH3:30])[CH:5]=[C:4]([F:9])[C:3]=1[C:10]1[N:15]=[C:14]([C:16]([O:18][CH3:19])=[O:17])[CH:13]=[CH:12][CH:11]=1. The yield is 0.940.